Dataset: Peptide-MHC class II binding affinity with 134,281 pairs from IEDB. Task: Regression. Given a peptide amino acid sequence and an MHC pseudo amino acid sequence, predict their binding affinity value. This is MHC class II binding data. (1) The peptide sequence is TAGEIHAVPFGLVSM. The MHC is DRB1_0301 with pseudo-sequence DRB1_0301. The binding affinity (normalized) is 0.439. (2) The peptide sequence is TVLKQLVKSGVLAMS. The MHC is HLA-DQA10501-DQB10301 with pseudo-sequence HLA-DQA10501-DQB10301. The binding affinity (normalized) is 0.395. (3) The peptide sequence is AQGPKATFEAMYLGT. The MHC is DRB1_0101 with pseudo-sequence DRB1_0101. The binding affinity (normalized) is 0.271. (4) The peptide sequence is EKKYFAATQFEILAA. The MHC is HLA-DQA10301-DQB10302 with pseudo-sequence HLA-DQA10301-DQB10302. The binding affinity (normalized) is 0.378. (5) The peptide sequence is ITPEEECVFYEQMKR. The MHC is DRB1_0101 with pseudo-sequence DRB1_0101. The binding affinity (normalized) is 0. (6) The peptide sequence is AAQTAGTTVYGAFAA. The MHC is HLA-DQA10501-DQB10301 with pseudo-sequence HLA-DQA10501-DQB10301. The binding affinity (normalized) is 0.610. (7) The binding affinity (normalized) is 0.370. The peptide sequence is VRILRRVHHRKYLTD. The MHC is DRB1_0301 with pseudo-sequence DRB1_0301. (8) The binding affinity (normalized) is 0.612. The MHC is DRB1_0101 with pseudo-sequence DRB1_0101. The peptide sequence is ILFQQEDFVLVYDLH. (9) The peptide sequence is KTKRGEEDLNKLRDL. The MHC is DRB1_0101 with pseudo-sequence DRB1_0101. The binding affinity (normalized) is 0.0362.